The task is: Predict the product of the given reaction.. This data is from Forward reaction prediction with 1.9M reactions from USPTO patents (1976-2016). (1) The product is: [ClH:12].[Cl:12][C:11]1[CH:10]=[CH:9][C:8]([OH:13])=[CH:7][C:6]=1[NH:5][NH2:1]. Given the reactants [N:1]([O-])=O.[Na+].[NH2:5][C:6]1[CH:7]=[C:8]([OH:13])[CH:9]=[CH:10][C:11]=1[Cl:12].[Sn](Cl)Cl, predict the reaction product. (2) Given the reactants [Si:1]([O:8][C:9]1[CH:14]=[C:13]([O:15][Si:16]([C:19]([CH3:22])([CH3:21])[CH3:20])([CH3:18])[CH3:17])[CH:12]=[CH:11][C:10]=1[C@@H:23]1[CH2:28][CH2:27][C@H:26]([NH2:29])[CH2:25][CH2:24]1)([C:4]([CH3:7])([CH3:6])[CH3:5])([CH3:3])[CH3:2].[CH3:30][S:31](Cl)(=[O:33])=[O:32].C(N(CC)CC)C, predict the reaction product. The product is: [Si:1]([O:8][C:9]1[CH:14]=[C:13]([O:15][Si:16]([C:19]([CH3:20])([CH3:21])[CH3:22])([CH3:18])[CH3:17])[CH:12]=[CH:11][C:10]=1[C@@H:23]1[CH2:24][CH2:25][C@H:26]([NH:29][S:31]([CH3:30])(=[O:33])=[O:32])[CH2:27][CH2:28]1)([C:4]([CH3:5])([CH3:6])[CH3:7])([CH3:3])[CH3:2].